This data is from Reaction yield outcomes from USPTO patents with 853,638 reactions. The task is: Predict the reaction yield, written as a fraction of the theoretical maximum amount of product (1.0 means a 100% yield; for example, 0.34 means a 34% yield). (1) The reactants are [CH2:1]([C:5]([C:14]1[CH:19]=[CH:18][CH:17]=[CH:16][CH:15]=1)([CH2:10][CH2:11][CH2:12][CH3:13])[C:6]([O:8]C)=[O:7])[CH2:2][CH2:3][CH3:4].C1(C(CCC)(CCC)C(OC)=O)C=CC=CC=1. No catalyst specified. The product is [CH2:1]([C:5]([C:14]1[CH:15]=[CH:16][CH:17]=[CH:18][CH:19]=1)([CH2:10][CH2:11][CH2:12][CH3:13])[C:6]([OH:8])=[O:7])[CH2:2][CH2:3][CH3:4]. The yield is 0.980. (2) The product is [CH3:26][C:27]1[N:16]2[C:17]([C:18]3[NH:19][C:11]([C:6]4[CH:7]=[CH:8][CH:9]=[CH:10][C:5]=4[O:4][CH2:1][CH2:2][CH3:3])=[N:12][C:13]=3[N:14]([CH2:23][CH2:24][CH3:25])[C:15]2=[O:22])=[N:20][N:21]=1. The yield is 0.770. No catalyst specified. The reactants are [CH2:1]([O:4][C:5]1[CH:10]=[CH:9][CH:8]=[CH:7][C:6]=1[C:11]1[NH:19][C:18]2[C:17]([NH:20][NH2:21])=[N:16][C:15](=[O:22])[N:14]([CH2:23][CH2:24][CH3:25])[C:13]=2[N:12]=1)[CH2:2][CH3:3].[C:26](OCC)(OCC)(OCC)[CH3:27]. (3) The reactants are C([O:4][CH2:5][CH2:6][C:7]1[N:8]=[C:9]([CH2:12][C:13]2[CH:14]=[C:15]([CH:20]=[CH:21][CH:22]=2)[C:16]([O:18]C)=[O:17])[S:10][CH:11]=1)(=O)C.O.[OH-].[Li+].Cl. The catalyst is O1CCCC1.O. The product is [OH:4][CH2:5][CH2:6][C:7]1[N:8]=[C:9]([CH2:12][C:13]2[CH:14]=[C:15]([CH:20]=[CH:21][CH:22]=2)[C:16]([OH:18])=[O:17])[S:10][CH:11]=1. The yield is 0.610. (4) The reactants are C([O:3][C:4]([C:6]1[N:7]([CH2:13][O:14][CH2:15][CH2:16][Si:17]([CH3:20])([CH3:19])[CH3:18])[CH:8]=[C:9]([C:11]#[N:12])[N:10]=1)=[O:5])C.[OH-].[K+:22]. The catalyst is C(O)C. The product is [K+:22].[C:11]([C:9]1[N:10]=[C:6]([C:4]([O-:5])=[O:3])[N:7]([CH2:13][O:14][CH2:15][CH2:16][Si:17]([CH3:18])([CH3:19])[CH3:20])[CH:8]=1)#[N:12]. The yield is 1.00. (5) The reactants are [C:1]([O:5][C:6]([NH:8][CH:9]1[CH2:13][CH2:12][CH2:11][CH:10]1[C:14]([OH:16])=O)=[O:7])([CH3:4])([CH3:3])[CH3:2].C(Cl)CCl.[CH3:21][C:22]1(C)OC(=O)CC(=O)[O:23]1.OS([O-])(=O)=O.[Na+]. The catalyst is C(Cl)Cl.CN(C1C=CN=CC=1)C.CCOC(C)=O. The product is [O:23]=[C:22]1[N:8]([C:6]([O:5][C:1]([CH3:2])([CH3:3])[CH3:4])=[O:7])[CH:9]2[CH2:13][CH2:12][CH2:11][CH:10]2[C:14](=[O:16])[CH2:21]1. The yield is 0.420. (6) The reactants are [C:1]([NH:5][S:6]([C:9]1[C:18]2[C:13](=[CH:14][CH:15]=[CH:16][CH:17]=2)[C:12]([N:19]2[C:23]([CH2:24][CH:25]3[CH2:30][CH2:29][CH2:28][CH2:27][CH2:26]3)=[C:22]([Cl:31])[C:21]([C:32]([O:34]CC)=[O:33])=[N:20]2)=[CH:11][CH:10]=1)(=[O:8])=[O:7])([CH3:4])([CH3:3])[CH3:2].[OH-].[Na+].O.Cl. The catalyst is CO. The product is [C:1]([NH:5][S:6]([C:9]1[C:18]2[C:13](=[CH:14][CH:15]=[CH:16][CH:17]=2)[C:12]([N:19]2[C:23]([CH2:24][CH:25]3[CH2:26][CH2:27][CH2:28][CH2:29][CH2:30]3)=[C:22]([Cl:31])[C:21]([C:32]([OH:34])=[O:33])=[N:20]2)=[CH:11][CH:10]=1)(=[O:7])=[O:8])([CH3:4])([CH3:2])[CH3:3]. The yield is 0.840. (7) The reactants are [CH3:1][O:2][C:3](=[O:12])[CH2:4][C:5]1[CH:10]=[CH:9][C:8]([F:11])=[CH:7][CH:6]=1.[CH3:13][Si](C)(C)[N-][Si](C)(C)C.[Li+].CI. The catalyst is O1CCCC1. The product is [F:11][C:8]1[CH:9]=[CH:10][C:5]([CH:4]([CH3:13])[C:3]([O:2][CH3:1])=[O:12])=[CH:6][CH:7]=1. The yield is 0.870. (8) The reactants are [CH3:1][O:2][C:3]([C:5]1([C:8]2[CH:13]=[CH:12][C:11]([OH:14])=[C:10]([N+:15]([O-])=O)[CH:9]=2)[CH2:7][CH2:6]1)=[O:4]. The catalyst is CO.[Ni]. The product is [CH3:1][O:2][C:3]([C:5]1([C:8]2[CH:13]=[CH:12][C:11]([OH:14])=[C:10]([NH2:15])[CH:9]=2)[CH2:7][CH2:6]1)=[O:4]. The yield is 0.740. (9) The product is [Cl:26][CH2:27][C:28]1[N:10]=[C:3]2[C:4]([CH3:9])=[N:5][CH:6]=[C:7]([CH3:8])[N:2]2[N:1]=1. The catalyst is CCO. The yield is 0.363. The reactants are [NH2:1][N:2]1[C:7]([CH3:8])=[CH:6][N:5]=[C:4]([CH3:9])[C:3]1=[NH2+:10].CC1C=C(C)C=C(C)C=1S([O-])(=O)=O.[OH-].[Na+].[Cl:26][CH2:27][C:28](OC)=O.